From a dataset of Reaction yield outcomes from USPTO patents with 853,638 reactions. Predict the reaction yield, written as a fraction of the theoretical maximum amount of product (1.0 means a 100% yield; for example, 0.34 means a 34% yield). (1) The reactants are [N+:1]([C:4]1[CH:10]=[CH:9][CH:8]=[C:7]([C:11]2[CH:16]=[CH:15][N:14]=[CH:13][CH:12]=2)[C:5]=1[NH2:6])([O-])=O. The catalyst is CCOC(C)=O.[Pd]. The product is [N:14]1[CH:13]=[CH:12][C:11]([C:7]2[CH:8]=[CH:9][CH:10]=[C:4]([NH2:1])[C:5]=2[NH2:6])=[CH:16][CH:15]=1. The yield is 0.930. (2) The reactants are [CH:1]1[C:11]2[CH2:10][CH2:9][C:8]3[CH:12]=[CH:13][CH:14]=[CH:15][C:7]=3[C:6](=[CH:16][C:17]3[CH:18]=[C:19]([CH:22]=[CH:23][CH:24]=3)[CH2:20][NH2:21])[C:5]=2[CH:4]=[CH:3][CH:2]=1.[CH3:25][S:26](Cl)(=[O:28])=[O:27]. No catalyst specified. The product is [CH:12]1[C:8]2[CH2:9][CH2:10][C:11]3[CH:1]=[CH:2][CH:3]=[CH:4][C:5]=3[C:6](=[CH:16][C:17]3[CH:18]=[C:19]([CH:22]=[CH:23][CH:24]=3)[CH2:20][NH:21][S:26]([CH3:25])(=[O:28])=[O:27])[C:7]=2[CH:15]=[CH:14][CH:13]=1. The yield is 0.460. (3) The reactants are Br[C:2]1[CH:3]=[C:4]2[C:9](=[CH:10][CH:11]=1)[CH:8]=[C:7]([C:12]1([N+:20]([O-:22])=[O:21])[CH2:17]OC(C)(C)O[CH2:13]1)[CH:6]=[CH:5]2.[O:23]([C:30]1[CH:35]=[CH:34][C:33]([OH:36])=[CH:32][CH:31]=1)[C:24]1[CH:29]=[CH:28][CH:27]=[CH:26][CH:25]=1.Cl.CN(C)[CH2:40][C:41]([OH:43])=[O:42].O1CCOC[CH2:46]1. The catalyst is [Cu]I. The product is [CH3:46][C:41]1([CH3:40])[O:42][CH2:13][C:12]([N+:20]([O-:22])=[O:21])([C:7]2[CH:6]=[CH:5][C:4]3[C:9](=[CH:10][CH:11]=[C:2]([O:36][C:33]4[CH:32]=[CH:31][C:30]([O:23][C:24]5[CH:29]=[CH:28][CH:27]=[CH:26][CH:25]=5)=[CH:35][CH:34]=4)[CH:3]=3)[CH:8]=2)[CH2:17][O:43]1. The yield is 0.820. (4) The reactants are S1[C:6]2[CH:7]=[CH:8][CH:9]=[CH:10][C:5]=2[C:4]([C:11]2[CH:20]=[CH:19][C:14]([C:15]([O:17][CH3:18])=[O:16])=[CH:13][CH:12]=2)=[CH:3][CH2:2]1.O[O:22][S:23]([O-:25])=O.[K+].[OH-].[Na+]. The catalyst is CO.O. The product is [O:22]=[S:23]1(=[O:25])[C:10]2[CH:9]=[CH:8][CH:7]=[CH:6][C:5]=2[C:4]([C:11]2[CH:12]=[CH:13][C:14]([C:15]([O:17][CH3:18])=[O:16])=[CH:19][CH:20]=2)=[CH:3][CH2:2]1. The yield is 0.910. (5) The reactants are [C:1]1([S:7]([N:10]2[C:18]3[CH:17]=[CH:16][N:15]=[C:14]([Br:19])[C:13]=3[CH:12]=[CH:11]2)(=[O:9])=[O:8])[CH:6]=[CH:5][CH:4]=[CH:3][CH:2]=1.[CH:20]([N-]C(C)C)(C)C.[Li+].CI. The catalyst is C1COCC1. The product is [C:1]1([S:7]([N:10]2[C:18]3[CH:17]=[CH:16][N:15]=[C:14]([Br:19])[C:13]=3[CH:12]=[C:11]2[CH3:20])(=[O:9])=[O:8])[CH:2]=[CH:3][CH:4]=[CH:5][CH:6]=1. The yield is 0.960. (6) The reactants are [OH:1][C:2]1[CH:7]=[CH:6][C:5]([C:8](=[C:22]2[CH2:27][C:26]([CH3:29])([CH3:28])[O:25][C:24]([CH3:31])([CH3:30])[CH2:23]2)[C:9]2[CH:14]=[CH:13][C:12](/[CH:15]=[CH:16]/[C:17]([O:19]CC)=[O:18])=[CH:11][CH:10]=2)=[CH:4][CH:3]=1.[OH-].[K+]. The catalyst is C(O)C. The product is [OH:1][C:2]1[CH:3]=[CH:4][C:5]([C:8](=[C:22]2[CH2:23][C:24]([CH3:31])([CH3:30])[O:25][C:26]([CH3:29])([CH3:28])[CH2:27]2)[C:9]2[CH:14]=[CH:13][C:12](/[CH:15]=[CH:16]/[C:17]([OH:19])=[O:18])=[CH:11][CH:10]=2)=[CH:6][CH:7]=1. The yield is 0.950. (7) The reactants are [F:1][C:2]([F:24])([F:23])[O:3][C:4]1[CH:9]=[CH:8][C:7]([N:10]2[CH:14]=[N:13][C:12]([C:15]3[CH:20]=[CH:19][C:18]([CH2:21][NH2:22])=[CH:17][CH:16]=3)=[N:11]2)=[CH:6][CH:5]=1.[C:25](=[O:36])(OC(Cl)(Cl)Cl)OC(Cl)(Cl)Cl.C([O-])(=O)C.[Na+].[CH2:42]([C:44]1[CH:49]=[CH:48][CH:47]=[CH:46][C:45]=1[NH:50][C:51]([NH2:53])=[S:52])[CH3:43].C(=O)([O-])[O-].[Cs+].[Cs+]. The catalyst is ClCCl.O.C(#N)C. The product is [CH2:42]([C:44]1[CH:49]=[CH:48][CH:47]=[CH:46][C:45]=1[NH:50][C:51]([NH:53][C:25]([NH:22][CH2:21][C:18]1[CH:19]=[CH:20][C:15]([C:12]2[N:13]=[CH:14][N:10]([C:7]3[CH:6]=[CH:5][C:4]([O:3][C:2]([F:1])([F:23])[F:24])=[CH:9][CH:8]=3)[N:11]=2)=[CH:16][CH:17]=1)=[O:36])=[S:52])[CH3:43]. The yield is 0.160. (8) The reactants are [F:1][C:2]1[CH:10]=[CH:9][C:8]2[N:7]([C:11]3[CH:12]=[N:13][N:14](COCC[Si](C)(C)C)[C:15]=3[CH2:16][O:17][CH3:18])[C:6]3[CH:27]=[N:28][N:29](C4CCCCO4)[C:5]=3[C:4]=2[CH:3]=1.Cl. The catalyst is C(O)C. The product is [F:1][C:2]1[CH:10]=[CH:9][C:8]2[N:7]([C:11]3[CH:12]=[N:13][NH:14][C:15]=3[CH2:16][O:17][CH3:18])[C:6]3[CH:27]=[N:28][NH:29][C:5]=3[C:4]=2[CH:3]=1. The yield is 0.870. (9) The reactants are O1[CH2:5][CH2:4][CH2:3]C1.[CH3:6][C:7](C)([O-])[CH3:8].[K+].[Br:12][C:13]1[CH:25]=[CH:24][C:23]2[C:22]3[C:17](=[CH:18][CH:19]=[CH:20][CH:21]=3)[CH2:16][C:15]=2[CH:14]=1.C(Br)CC. The catalyst is O.C(OCC)(=O)C. The product is [Br:12][C:13]1[CH:25]=[CH:24][C:23]2[C:22]3[C:17](=[CH:18][CH:19]=[CH:20][CH:21]=3)[C:16]([CH2:6][CH2:7][CH3:8])([CH2:3][CH2:4][CH3:5])[C:15]=2[CH:14]=1. The yield is 1.00. (10) The reactants are [NH2:1][C:2]1[CH:10]=[CH:9][CH:8]=[C:7]([Cl:11])[C:3]=1[C:4]([OH:6])=[O:5].Cl[C:13](Cl)([O:15]C(=O)OC(Cl)(Cl)Cl)Cl. The catalyst is C(#N)C.ClCCl.O.N1C=CC=CC=1. The product is [Cl:11][C:7]1[C:3]2[C:4](=[O:6])[O:5][C:13](=[O:15])[NH:1][C:2]=2[CH:10]=[CH:9][CH:8]=1. The yield is 0.970.